Dataset: Full USPTO retrosynthesis dataset with 1.9M reactions from patents (1976-2016). Task: Predict the reactants needed to synthesize the given product. (1) Given the product [CH3:1][C:2](=[CH2:6])[C:3]([NH:17][C:16]1[CH:18]=[CH:19][C:13]([C:11]#[N:12])=[C:14]([C:20]([F:21])([F:22])[F:23])[CH:15]=1)=[O:4], predict the reactants needed to synthesize it. The reactants are: [CH3:1][C:2](=[CH2:6])[C:3](O)=[O:4].S(Cl)(Cl)=O.[C:11]([C:13]1[CH:19]=[CH:18][C:16]([NH2:17])=[CH:15][C:14]=1[C:20]([F:23])([F:22])[F:21])#[N:12]. (2) Given the product [CH:1]1([CH:4]([C:18]2[CH:23]=[CH:22][CH:21]=[CH:20][CH:19]=2)[NH:5][C:6]([C:8]2[CH:9]=[C:10]3[C:14](=[CH:15][CH:16]=2)[NH:13][N:12]=[C:11]3[C:32]2[CH:33]=[CH:34][C:35]([O:36][CH:37]3[CH2:38][CH2:39][N:40]([CH:43]=[O:44])[CH2:41][CH2:42]3)=[CH:45][CH:46]=2)=[O:7])[CH2:3][CH2:2]1, predict the reactants needed to synthesize it. The reactants are: [CH:1]1([CH:4]([C:18]2[CH:23]=[CH:22][CH:21]=[CH:20][CH:19]=2)[NH:5][C:6]([C:8]2[CH:9]=[C:10]3[C:14](=[CH:15][CH:16]=2)[NH:13][N:12]=[C:11]3I)=[O:7])[CH2:3][CH2:2]1.CC1(C)C(C)(C)OB([C:32]2[CH:46]=[CH:45][C:35]([O:36][CH:37]3[CH2:42][CH2:41][N:40]([CH:43]=[O:44])[CH2:39][CH2:38]3)=[CH:34][CH:33]=2)O1. (3) The reactants are: [Br:1][C:2]1[CH:9]=[CH:8][CH:7]=[CH:6][C:3]=1[CH2:4]Br.[CH2:10]([Mg]Br)[CH:11]=[CH2:12]. Given the product [Br:1][C:2]1[CH:9]=[CH:8][CH:7]=[CH:6][C:3]=1[CH2:4][CH2:12][CH:11]=[CH2:10], predict the reactants needed to synthesize it. (4) Given the product [CH2:16]([O:15][CH2:14][N:10]1[C:6]2[N:7]=[CH:8][N:9]=[C:4]([Cl:3])[C:5]=2[CH:12]=[CH:11]1)[C:17]1[CH:22]=[CH:21][CH:20]=[CH:19][CH:18]=1, predict the reactants needed to synthesize it. The reactants are: [H-].[Na+].[Cl:3][C:4]1[N:9]=[CH:8][NH:7][C:6]2=[N:10][CH:11]=[CH:12][C:5]=12.Cl[CH2:14][O:15][CH2:16][C:17]1[CH:22]=[CH:21][CH:20]=[CH:19][CH:18]=1. (5) Given the product [CH3:58][N:59]1[CH2:64][CH2:63][CH:62]([CH:65]2[CH2:70][CH2:69][N:68]([C:22]([C:21]3[CH:20]=[CH:19][C:18]([C:15]4[CH:16]=[CH:17][C:12]5[N:13]([C:9]([C:6]6[CH:5]=[CH:4][C:3]([C:1]#[N:2])=[CH:8][CH:7]=6)=[CH:10][N:11]=5)[CH:14]=4)=[CH:26][CH:25]=3)=[O:24])[CH2:67][CH2:66]2)[CH2:61][CH2:60]1, predict the reactants needed to synthesize it. The reactants are: [C:1]([C:3]1[CH:8]=[CH:7][C:6]([C:9]2[N:13]3[CH:14]=[C:15]([C:18]4[CH:26]=[CH:25][C:21]([C:22]([OH:24])=O)=[CH:20][CH:19]=4)[CH:16]=[CH:17][C:12]3=[N:11][CH:10]=2)=[CH:5][CH:4]=1)#[N:2].CN(C(ON1N=NC2C=CC=NC1=2)=[N+](C)C)C.F[P-](F)(F)(F)(F)F.CN1CCOCC1.[CH3:58][N:59]1[CH2:64][CH2:63][CH:62]([CH:65]2[CH2:70][CH2:69][NH:68][CH2:67][CH2:66]2)[CH2:61][CH2:60]1.